Dataset: Choline transporter screen with 302,306 compounds. Task: Binary Classification. Given a drug SMILES string, predict its activity (active/inactive) in a high-throughput screening assay against a specified biological target. (1) The result is 0 (inactive). The compound is S(c1n(CC(=O)N2CCCC2)c2c(n1)cccc2)CC(=O)Nc1sccn1. (2) The drug is S(CC(=O)NC1CC1)c1sc2c(n1)ccc(NC(=O)CSc1n(ccn1)C)c2. The result is 1 (active). (3) The molecule is Clc1ccc(C(=O)NC(=S)N2CC(OC(C2)C)C)cc1. The result is 0 (inactive). (4) The compound is S(CC(O)=O)c1ncccn1. The result is 0 (inactive).